From a dataset of Peptide-MHC class I binding affinity with 185,985 pairs from IEDB/IMGT. Regression. Given a peptide amino acid sequence and an MHC pseudo amino acid sequence, predict their binding affinity value. This is MHC class I binding data. (1) The peptide sequence is RVYKNYDPR. The MHC is HLA-A26:03 with pseudo-sequence HLA-A26:03. The binding affinity (normalized) is 0.0847. (2) The peptide sequence is IEPSNEEKI. The MHC is HLA-A68:02 with pseudo-sequence HLA-A68:02. The binding affinity (normalized) is 0.